Dataset: Forward reaction prediction with 1.9M reactions from USPTO patents (1976-2016). Task: Predict the product of the given reaction. (1) Given the reactants [N:1]1([C@:4]23[CH2:47][CH2:46][C@@H:45]([C:48]([CH3:50])=[CH2:49])[C@@H:5]2[C@@H:6]2[C@@:19]([CH3:22])([CH2:20][CH2:21]3)[C@@:18]3([CH3:23])[C@@H:9]([C@:10]4([CH3:44])[C@@H:15]([CH2:16][CH2:17]3)[C:14]([CH3:25])([CH3:24])[C:13]([C:26]3[CH2:31][CH2:30][C@:29]([CH2:42][F:43])([C:32]([O:34]CC5C=CC=CC=5)=[O:33])[CH2:28][CH:27]=3)=[CH:12][CH2:11]4)[CH2:8][CH2:7]2)[CH2:3][CH2:2]1.N1CCC(C(O)=O)(C(O)=O)CC1.[NH:63]1[CH2:68][CH2:67][C:66]([C:74]([O:76][CH2:77][CH3:78])=[O:75])([C:69]([O:71][CH2:72][CH3:73])=[O:70])[CH2:65][CH2:64]1.[I-].[Na+].P([O-])([O-])([O-])=O.[K+].[K+].[K+], predict the reaction product. The product is: [CH2:72]([O:71][C:69]([C:66]1([C:74]([O:76][CH2:77][CH3:78])=[O:75])[CH2:65][CH2:64][N:63]([CH2:3][CH2:2][NH:1][C@:4]23[CH2:47][CH2:46][C@@H:45]([C:48]([CH3:50])=[CH2:49])[C@@H:5]2[C@@H:6]2[C@@:19]([CH3:22])([CH2:20][CH2:21]3)[C@@:18]3([CH3:23])[C@@H:9]([C@:10]4([CH3:44])[C@@H:15]([CH2:16][CH2:17]3)[C:14]([CH3:24])([CH3:25])[C:13]([C:26]3[CH2:31][CH2:30][C@:29]([CH2:42][F:43])([C:32]([OH:34])=[O:33])[CH2:28][CH:27]=3)=[CH:12][CH2:11]4)[CH2:8][CH2:7]2)[CH2:68][CH2:67]1)=[O:70])[CH3:73]. (2) Given the reactants [CH3:1][O:2][C:3]1[CH:4]=[C:5]([CH:8]=[CH:9][C:10]=1[O:11][S:12]([C:15]1[CH:21]=[CH:20][C:18]([CH3:19])=[CH:17][CH:16]=1)(=[O:14])=[O:13])[CH:6]=[O:7].ClCCl.[BH4-].[Na+], predict the reaction product. The product is: [CH3:1][O:2][C:3]1[CH:4]=[C:5]([CH:8]=[CH:9][C:10]=1[O:11][S:12]([C:15]1[CH:21]=[CH:20][C:18]([CH3:19])=[CH:17][CH:16]=1)(=[O:13])=[O:14])[CH2:6][OH:7].